From a dataset of Catalyst prediction with 721,799 reactions and 888 catalyst types from USPTO. Predict which catalyst facilitates the given reaction. (1) Reactant: C(NC(C)C)(C)C.C([Li])CCC.[CH2:13]([N:20]1[CH2:25][CH2:24][C:23]([N:31]([C:35]2[CH:40]=[CH:39][CH:38]=[CH:37][CH:36]=2)[C:32](=[O:34])[CH3:33])([C:26]([O:28]CC)=O)[CH2:22][CH2:21]1)[C:14]1[CH:19]=[CH:18][CH:17]=[CH:16][CH:15]=1. Product: [CH2:13]([N:20]1[CH2:25][CH2:24][C:23]2([N:31]([C:35]3[CH:36]=[CH:37][CH:38]=[CH:39][CH:40]=3)[C:32](=[O:34])[CH2:33][C:26]2=[O:28])[CH2:22][CH2:21]1)[C:14]1[CH:19]=[CH:18][CH:17]=[CH:16][CH:15]=1. The catalyst class is: 1. (2) Reactant: C([O:3][C:4]([CH:6]1[CH:10]([CH2:11][C:12]2[CH:17]=[CH:16][CH:15]=[CH:14][C:13]=2[Br:18])[CH2:9][N:8]([CH2:19][C:20]2[CH:25]=[CH:24][CH:23]=[CH:22][CH:21]=2)[CH2:7]1)=O)C. Product: [CH2:19]([N:8]1[CH2:9][C@@H:10]([CH2:11][C:12]2[CH:17]=[CH:16][CH:15]=[CH:14][C:13]=2[Br:18])[C@H:6]([CH2:4][OH:3])[CH2:7]1)[C:20]1[CH:21]=[CH:22][CH:23]=[CH:24][CH:25]=1. The catalyst class is: 1. (3) Reactant: [Br:1][C:2]1[CH:7]=[CH:6][C:5]([C:8](=O)/[CH:9]=[CH:10]/[N:11](C)C)=[CH:4][CH:3]=1.Cl.[NH:16]([C:18]1[CH:23]=[C:22]([C:24]#[N:25])[CH:21]=[CH:20][N:19]=1)N. Product: [Br:1][C:2]1[CH:3]=[CH:4][C:5]([C:8]2[N:16]([C:18]3[CH:23]=[C:22]([C:24]#[N:25])[CH:21]=[CH:20][N:19]=3)[N:11]=[CH:10][CH:9]=2)=[CH:6][CH:7]=1. The catalyst class is: 5. (4) Reactant: [C:1]([NH:4][CH2:5][CH2:6][CH2:7][N:8]1[C:12]([CH2:13]CN)=[CH:11][S:10][C:9]1=[N:16][C:17](=[O:28])[C:18]1[CH:23]=[CH:22][C:21]([O:24][CH3:25])=[CH:20][C:19]=1[O:26][CH3:27])(=[O:3])[CH3:2].C([N:31](CC)CC)C.[C:36]1([CH3:46])[CH:41]=[CH:40][C:39]([S:42](Cl)(=[O:44])=[O:43])=[CH:38][CH:37]=1.C(O)(=O)CC(CC(O)=O)(C(O)=O)O. Product: [C:1]([NH:4][CH2:5][CH2:6][CH2:7][N:8]1[C:12]([CH2:13][NH:31][S:42]([C:39]2[CH:40]=[CH:41][C:36]([CH3:46])=[CH:37][CH:38]=2)(=[O:44])=[O:43])=[CH:11][S:10][C:9]1=[N:16][C:17](=[O:28])[C:18]1[CH:23]=[CH:22][C:21]([O:24][CH3:25])=[CH:20][C:19]=1[O:26][CH3:27])(=[O:3])[CH3:2]. The catalyst class is: 7. (5) Reactant: [Br:1][C:2]1[CH:6]=[C:5]([C:7]([OH:9])=O)[N:4]([C:10]2[C:15]([Cl:16])=[CH:14][CH:13]=[CH:12][N:11]=2)[N:3]=1.[NH2:17][C:18]1[C:23]([Cl:24])=[CH:22][C:21]([Cl:25])=[CH:20][C:19]=1[NH:26][C:27](=[O:30])[O:28][CH3:29].N1C=CC=C(C)C=1.CS(Cl)(=O)=O. Product: [Br:1][C:2]1[CH:6]=[C:5]([C:7]([NH:17][C:18]2[C:23]([Cl:24])=[CH:22][C:21]([Cl:25])=[CH:20][C:19]=2[NH:26][C:27](=[O:30])[O:28][CH3:29])=[O:9])[N:4]([C:10]2[C:15]([Cl:16])=[CH:14][CH:13]=[CH:12][N:11]=2)[N:3]=1. The catalyst class is: 23. (6) Reactant: [NH2:1][C:2]1[C:3]([C:9]([OH:11])=O)=[N:4][C:5]([Br:8])=[CH:6][N:7]=1.CN(C)C=O.[F:17][C:18]1[CH:19]=[C:20]([CH:23]=[CH:24][C:25]=1[F:26])[CH2:21][NH2:22].C(N(CC)C(C)C)(C)C. Product: [NH2:1][C:2]1[C:3]([C:9]([NH:22][CH2:21][C:20]2[CH:23]=[CH:24][C:25]([F:26])=[C:18]([F:17])[CH:19]=2)=[O:11])=[N:4][C:5]([Br:8])=[CH:6][N:7]=1. The catalyst class is: 69. (7) Reactant: [NH2:1][N:2]1[C:11](=[O:12])[C:10]2[C:5](=[C:6]([CH3:15])[C:7](F)=[C:8]([F:13])[CH:9]=2)[N:4]([CH:16]2[CH2:18][CH2:17]2)[C:3]1=[O:19].[C:20]([O:24][C:25](=[O:34])[NH:26][C@H:27]([C@H:29]1[CH2:33][CH2:32][NH:31][CH2:30]1)[CH3:28])([CH3:23])([CH3:22])[CH3:21].C(N(CC)CC)C.N1CCCC1. Product: [C:20]([O:24][C:25](=[O:34])[NH:26][C@H:27]([C@H:29]1[CH2:33][CH2:32][N:31]([C:7]2[C:6]([CH3:15])=[C:5]3[C:10]([C:11](=[O:12])[N:2]([NH2:1])[C:3](=[O:19])[N:4]3[CH:16]3[CH2:18][CH2:17]3)=[CH:9][C:8]=2[F:13])[CH2:30]1)[CH3:28])([CH3:21])([CH3:22])[CH3:23]. The catalyst class is: 374.